Dataset: Catalyst prediction with 721,799 reactions and 888 catalyst types from USPTO. Task: Predict which catalyst facilitates the given reaction. (1) The catalyst class is: 9. Reactant: Cl.[F:2][C:3]1([F:26])[CH2:8][CH2:7][N:6]([C:9]2[S:17][C:16]3[C:15]([N:18]4[CH2:23][CH2:22][NH:21][C:20]([CH3:25])([CH3:24])[CH2:19]4)=[N:14][CH:13]=[N:12][C:11]=3[CH:10]=2)[CH2:5][CH2:4]1.[N:27]([C@H:30]([C:32]1[CH:37]=[CH:36][CH:35]=[C:34]([O:38][CH3:39])[CH:33]=1)[CH3:31])=[C:28]=[O:29].C(N(CC)C(C)C)(C)C. Product: [F:26][C:3]1([F:2])[CH2:8][CH2:7][N:6]([C:9]2[S:17][C:16]3[C:15]([N:18]4[CH2:23][CH2:22][N:21]([C:28]([NH:27][C@H:30]([C:32]5[CH:37]=[CH:36][CH:35]=[C:34]([O:38][CH3:39])[CH:33]=5)[CH3:31])=[O:29])[C:20]([CH3:24])([CH3:25])[CH2:19]4)=[N:14][CH:13]=[N:12][C:11]=3[CH:10]=2)[CH2:5][CH2:4]1. (2) The catalyst class is: 5. Product: [OH:4][CH2:5][C:6]([N:8]1[CH2:9][CH2:10][N:11]([C:14]2[CH:19]=[CH:18][C:17]([N:20]3[CH2:24][C@H:23]([CH2:25][O:26][C:27]4[CH:31]=[CH:30][O:29][N:28]=4)[O:22][C:21]3=[O:32])=[CH:16][C:15]=2[F:33])[CH2:12][CH2:13]1)=[O:7]. Reactant: C([O:4][CH2:5][C:6]([N:8]1[CH2:13][CH2:12][N:11]([C:14]2[CH:19]=[CH:18][C:17]([N:20]3[CH2:24][C@H:23]([CH2:25][O:26][C:27]4[CH:31]=[CH:30][O:29][N:28]=4)[O:22][C:21]3=[O:32])=[CH:16][C:15]=2[F:33])[CH2:10][CH2:9]1)=[O:7])(=O)C.C(=O)([O-])[O-].[K+].[K+].